This data is from Full USPTO retrosynthesis dataset with 1.9M reactions from patents (1976-2016). The task is: Predict the reactants needed to synthesize the given product. Given the product [CH2:30]([N:37]([CH:38]([CH3:40])[CH3:39])[C:20]([C:19]1[C:14]([C:9]2[CH:10]=[CH:11][CH:12]=[CH:13][C:8]=2[F:7])=[N:15][C:16]([N:24]2[CH2:25][CH2:26][O:27][CH2:28][CH2:29]2)=[N:17][C:18]=1[CH3:23])=[O:21])[C:31]1[CH:36]=[CH:35][CH:34]=[CH:33][CH:32]=1, predict the reactants needed to synthesize it. The reactants are: C(Cl)(=O)C(Cl)=O.[F:7][C:8]1[CH:13]=[CH:12][CH:11]=[CH:10][C:9]=1[C:14]1[C:19]([C:20](O)=[O:21])=[C:18]([CH3:23])[N:17]=[C:16]([N:24]2[CH2:29][CH2:28][O:27][CH2:26][CH2:25]2)[N:15]=1.[CH2:30]([NH:37][CH:38]([CH3:40])[CH3:39])[C:31]1[CH:36]=[CH:35][CH:34]=[CH:33][CH:32]=1.C(N(C(C)C)CC)(C)C.